Regression. Given a peptide amino acid sequence and an MHC pseudo amino acid sequence, predict their binding affinity value. This is MHC class I binding data. From a dataset of Peptide-MHC class I binding affinity with 185,985 pairs from IEDB/IMGT. The peptide sequence is YMGLVKKAK. The MHC is HLA-B15:17 with pseudo-sequence HLA-B15:17. The binding affinity (normalized) is 0.0847.